Dataset: Forward reaction prediction with 1.9M reactions from USPTO patents (1976-2016). Task: Predict the product of the given reaction. Given the reactants Cl.[F:2][C:3]1([F:14])[CH2:7][NH:6][C@H:5]([CH2:8][CH:9]([CH3:13])[C:10]([OH:12])=[O:11])[CH2:4]1.[Br:15][C:16]1[CH:21]=[C:20]([F:22])[CH:19]=[CH:18][C:17]=1[C@H:23]1[C:28]([C:29]([O:31][CH3:32])=[O:30])=[C:27]([CH2:33]Br)[NH:26][C:25]([C:35]2[S:36][CH:37]=[CH:38][N:39]=2)=[N:24]1.C(=O)([O-])[O-].[K+].[K+], predict the reaction product. The product is: [Br:15][C:16]1[CH:21]=[C:20]([F:22])[CH:19]=[CH:18][C:17]=1[C@@H:23]1[N:24]=[C:25]([C:35]2[S:36][CH:37]=[CH:38][N:39]=2)[NH:26][C:27]([CH2:33][N:6]2[CH2:7][C:3]([F:2])([F:14])[CH2:4][C@H:5]2[CH2:8][CH:9]([CH3:13])[C:10]([OH:12])=[O:11])=[C:28]1[C:29]([O:31][CH3:32])=[O:30].